From a dataset of Full USPTO retrosynthesis dataset with 1.9M reactions from patents (1976-2016). Predict the reactants needed to synthesize the given product. (1) Given the product [NH2:1][C:2]1[N:3]([CH3:26])[C:4](=[O:25])[C:5]([C:14]2[CH:15]=[C:16]([CH:23]=[O:24])[N:17]([CH2:19][CH2:20][CH2:21][F:22])[CH:18]=2)([C:7]2[CH:12]=[CH:11][CH:10]=[C:9]([C:34]#[C:33][C:27]3[CH:32]=[CH:31][CH:30]=[CH:29][CH:28]=3)[CH:8]=2)[N:6]=1, predict the reactants needed to synthesize it. The reactants are: [NH2:1][C:2]1[N:3]([CH3:26])[C:4](=[O:25])[C:5]([C:14]2[CH:15]=[C:16]([CH:23]=[O:24])[N:17]([CH2:19][CH2:20][CH2:21][F:22])[CH:18]=2)([C:7]2[CH:12]=[CH:11][CH:10]=[C:9](Br)[CH:8]=2)[N:6]=1.[C:27]1([C:33]#[C:34]B(O)O)[CH:32]=[CH:31][CH:30]=[CH:29][CH:28]=1. (2) Given the product [ClH:25].[OH:1][C@@H:2]([C:4]1[N:15]([C@H:16]2[CH2:21][CH2:20][C@H:19]([CH2:22][C:23]#[N:24])[CH2:18][CH2:17]2)[C:7]2=[C:8]3[S:14][CH:13]=[CH:12][C:9]3=[N:10][CH:11]=[C:6]2[N:5]=1)[CH3:3].[ClH:25], predict the reactants needed to synthesize it. The reactants are: [OH:1][C@@H:2]([C:4]1[N:15]([C@H:16]2[CH2:21][CH2:20][C@H:19]([CH2:22][C:23]#[N:24])[CH2:18][CH2:17]2)[C:7]2=[C:8]3[S:14][CH:13]=[CH:12][C:9]3=[N:10][CH:11]=[C:6]2[N:5]=1)[CH3:3].[ClH:25].O. (3) Given the product [C:1]([C@H:5]1[CH2:10][CH2:9][C@H:8]([O:11][C:12]2[CH:13]=[C:14]3[C:19](=[CH:20][CH:21]=2)[CH:18]=[C:17]([CH2:22][N:31]2[CH2:32][CH2:33][CH2:34][C@@H:29]([C:27]([O:26][CH2:24][CH3:25])=[O:28])[CH2:30]2)[CH:16]=[CH:15]3)[CH2:7][CH2:6]1)([CH3:4])([CH3:3])[CH3:2], predict the reactants needed to synthesize it. The reactants are: [C:1]([CH:5]1[CH2:10][CH2:9][CH:8]([O:11][C:12]2[CH:13]=[C:14]3[C:19](=[CH:20][CH:21]=2)[CH:18]=[C:17]([CH:22]=O)[CH:16]=[CH:15]3)[CH2:7][CH2:6]1)([CH3:4])([CH3:3])[CH3:2].[CH2:24]([O:26][C:27]([C@@H:29]1[CH2:34][CH2:33][CH2:32][NH:31][CH2:30]1)=[O:28])[CH3:25].CO.C(O)(=O)C.C([BH3-])#N.[Na+]. (4) Given the product [Cl:37][C:34]1[CH:33]=[CH:32][C:31]([C:21]2[N:20]([CH:13]([CH:14]3[CH2:19][CH2:18][CH2:17][CH2:16][CH2:15]3)[CH2:12][O:11][C:8]3[CH:9]=[CH:10][C:5]([C:4]([OH:38])=[O:3])=[CH:6][CH:7]=3)[C:24]3[CH:25]=[C:26]([F:30])[C:27]([F:29])=[CH:28][C:23]=3[N:22]=2)=[CH:36][CH:35]=1, predict the reactants needed to synthesize it. The reactants are: C([O:3][C:4](=[O:38])[C:5]1[CH:10]=[CH:9][C:8]([O:11][CH2:12][CH:13]([N:20]2[C:24]3[CH:25]=[C:26]([F:30])[C:27]([F:29])=[CH:28][C:23]=3[N:22]=[C:21]2[C:31]2[CH:36]=[CH:35][C:34]([Cl:37])=[CH:33][CH:32]=2)[CH:14]2[CH2:19][CH2:18][CH2:17][CH2:16][CH2:15]2)=[CH:7][CH:6]=1)C.O.[OH-].[Li+].O. (5) Given the product [C:1]([O:5][C:6]([NH:8][C@H:9]1[CH2:13][CH2:12][N:11]([S:14]([C:17]2[C:18]3[C:19]([O:34][CH3:32])=[CH:20][N:21]=[CH:22][C:23]=3[CH:24]=[CH:25][CH:26]=2)(=[O:16])=[O:15])[CH2:10]1)=[O:7])([CH3:4])([CH3:3])[CH3:2], predict the reactants needed to synthesize it. The reactants are: [C:1]([O:5][C:6]([NH:8][C@H:9]1[CH2:13][CH2:12][N:11]([S:14]([C:17]2[C:18]3[C:19](Br)=[CH:20][N:21]=[CH:22][C:23]=3[CH:24]=[CH:25][CH:26]=2)(=[O:16])=[O:15])[CH2:10]1)=[O:7])([CH3:4])([CH3:3])[CH3:2].C[O-].[Na+].O.[C:32](OCC)(=[O:34])C.